Dataset: Reaction yield outcomes from USPTO patents with 853,638 reactions. Task: Predict the reaction yield, written as a fraction of the theoretical maximum amount of product (1.0 means a 100% yield; for example, 0.34 means a 34% yield). (1) The reactants are [C:1]1([CH:7]2[CH2:11][CH2:10][CH2:9][NH:8]2)[CH:6]=[CH:5][CH:4]=[CH:3][CH:2]=1.[F:12][C:13]1[CH:18]=[CH:17][C:16]([C:19]2[O:20][C:21]3[CH:31]=[CH:30][C:29]([C:32]4[CH:33]=[C:34]([CH:38]=[CH:39][CH:40]=4)[C:35](O)=[O:36])=[CH:28][C:22]=3[C:23]=2[C:24](=[O:27])[NH:25][CH3:26])=[CH:15][CH:14]=1.CN(C(ON1N=NC2C=CC=NC1=2)=[N+](C)C)C.F[P-](F)(F)(F)(F)F.CCN(C(C)C)C(C)C. The catalyst is CN(C=O)C.CO. The product is [F:12][C:13]1[CH:18]=[CH:17][C:16]([C:19]2[O:20][C:21]3[CH:31]=[CH:30][C:29]([C:32]4[CH:40]=[CH:39][CH:38]=[C:34]([C:35]([N:8]5[CH2:9][CH2:10][CH2:11][CH:7]5[C:1]5[CH:6]=[CH:5][CH:4]=[CH:3][CH:2]=5)=[O:36])[CH:33]=4)=[CH:28][C:22]=3[C:23]=2[C:24]([NH:25][CH3:26])=[O:27])=[CH:15][CH:14]=1. The yield is 0.780. (2) The reactants are [C:1]1([S:7]([C:10]2[CH:15]=[CH:14][C:13]([CH2:16][CH2:17][CH3:18])=[CH:12][CH:11]=2)(=[O:9])=[O:8])[CH:6]=[CH:5][CH:4]=[CH:3][CH:2]=1.[Cl:19][S:20](O)(=[O:22])=[O:21].Cl. No catalyst specified. The product is [C:1]1([S:7]([C:10]2[CH:11]=[CH:12][C:13]([CH2:16][CH2:17][CH3:18])=[C:14]([S:20]([Cl:19])(=[O:22])=[O:21])[CH:15]=2)(=[O:9])=[O:8])[CH:2]=[CH:3][CH:4]=[CH:5][CH:6]=1. The yield is 0.980.